From a dataset of Reaction yield outcomes from USPTO patents with 853,638 reactions. Predict the reaction yield, written as a fraction of the theoretical maximum amount of product (1.0 means a 100% yield; for example, 0.34 means a 34% yield). The product is [CH3:12][C:8]1[CH:7]=[C:6]2[C:11]([C:2]([N:39]([CH3:37])[CH2:40][C:41]3[O:42][C:43]([CH3:46])=[N:44][N:45]=3)=[N:3][C:4]([C:13]3[CH:18]=[CH:17][CH:16]=[CH:15][C:14]=3[OH:19])=[N:5]2)=[CH:10][CH:9]=1. The yield is 0.560. The catalyst is CN(C=O)C. The reactants are Cl[C:2]1[C:11]2[C:6](=[CH:7][C:8]([CH3:12])=[CH:9][CH:10]=2)[N:5]=[C:4]([C:13]2[CH:18]=[CH:17][CH:16]=[CH:15][C:14]=2[O:19]C)[N:3]=1.COC1C=CC=CC=1C1N=[C:37]([NH:39][CH2:40][C:41]2[O:42][C:43]([CH3:46])=[N:44][N:45]=2)C2C(=CC(C)=CC=2)N=1.C(O)(=O)C(O)=O.CC1OC(CN)=NN=1.C(N(CC)CC)C.